The task is: Predict the reactants needed to synthesize the given product.. This data is from Full USPTO retrosynthesis dataset with 1.9M reactions from patents (1976-2016). (1) Given the product [CH3:1][O:2][C:3](=[O:10])[C:4](=[CH:20][C:15]1[CH:16]=[CH:17][CH:18]=[C:19]2[C:14]=1[CH:13]=[CH:12][NH:11]2)[C:5](=[O:9])[CH2:6][O:7][CH3:8], predict the reactants needed to synthesize it. The reactants are: [CH3:1][O:2][C:3](=[O:10])[CH2:4][C:5](=[O:9])[CH2:6][O:7][CH3:8].[NH:11]1[C:19]2[CH:18]=[CH:17][CH:16]=[C:15]([CH:20]=O)[C:14]=2[CH:13]=[CH:12]1.C(O)(=O)C.N1CCCCC1. (2) Given the product [CH3:1][N:2]1[C:7]2[N:8]=[C:9]([N:13]3[CH2:18][CH2:17][N:16]([C:19]([O:21][C:22]([CH3:25])([CH3:24])[CH3:23])=[O:20])[CH2:15][CH2:14]3)[NH:10][C:11](=[O:12])[C:6]=2[CH2:5][CH2:4][CH2:3]1, predict the reactants needed to synthesize it. The reactants are: [CH3:1][N+:2]1[C:7]2[N:8]=[C:9]([N:13]3[CH2:18][CH2:17][N:16]([C:19]([O:21][C:22]([CH3:25])([CH3:24])[CH3:23])=[O:20])[CH2:15][CH2:14]3)[NH:10][C:11](=[O:12])[C:6]=2[CH:5]=[CH:4][CH:3]=1.S([O-])(OC)(=O)=O.[H][H]. (3) Given the product [CH3:19][O:20][C:11]1[N:10]=[C:9]2[C:8]3[CH:7]=[CH:6][CH:5]=[CH:4][C:3]=3[C:2](=[O:1])[C:14]2=[N:13][C:12]=1[C:15]#[N:16], predict the reactants needed to synthesize it. The reactants are: [O:1]=[C:2]1[C:14]2[C:9](=[N:10][C:11](C#N)=[C:12]([C:15]#[N:16])[N:13]=2)[C:8]2[CH:7]=[CH:6][CH:5]=[CH:4][C:3]1=2.[CH3:19][OH:20]. (4) Given the product [Cl:1][C:2]1[CH:7]=[CH:6][C:5]([C:8]([C:11]2[N:15]([C:16]3[CH:17]=[CH:18][C:19]([F:22])=[CH:20][CH:21]=3)[C:14]([S:23][CH2:24][C:25]3[C:33]([F:34])=[CH:32][C:28]([NH:57][C:61](=[O:45])[O:68][C:64]([CH3:67])([CH3:66])[CH3:65])=[CH:27][C:26]=3[F:35])=[N:13][CH:12]=2)([CH3:10])[CH3:9])=[CH:4][C:3]=1[O:36][CH3:37], predict the reactants needed to synthesize it. The reactants are: [Cl:1][C:2]1[CH:7]=[CH:6][C:5]([C:8]([C:11]2[N:15]([C:16]3[CH:21]=[CH:20][C:19]([F:22])=[CH:18][CH:17]=3)[C:14]([S:23][CH2:24][C:25]3[C:33]([F:34])=[CH:32][C:28](C(O)=O)=[CH:27][C:26]=3[F:35])=[N:13][CH:12]=2)([CH3:10])[CH3:9])=[CH:4][C:3]=1[O:36][CH3:37].C1C=CC(P(N=[N+]=[N-])(C2C=CC=CC=2)=[O:45])=CC=1.CC[N:57]([CH:61](C)C)C(C)C.[C:64]([OH:68])([CH3:67])([CH3:66])[CH3:65]. (5) The reactants are: C1(C)C=CC(S(O)(=O)=O)=CC=1.[CH3:12][O:13][C:14](=[O:24])[C:15]1[CH:20]=[CH:19][C:18]([O:21][CH3:22])=[C:17]([NH2:23])[CH:16]=1.[N+:25]([C:28]1[CH:35]=[CH:34][C:31]([C:32]#[N:33])=[CH:30][CH:29]=1)([O-:27])=[O:26].C([O-])(O)=O.[Na+]. Given the product [CH3:12][O:13][C:14](=[O:24])[C:15]1[CH:20]=[CH:19][C:18]([O:21][CH3:22])=[C:17]([NH:23][C:32](=[NH:33])[C:31]2[CH:30]=[CH:29][C:28]([N+:25]([O-:27])=[O:26])=[CH:35][CH:34]=2)[CH:16]=1, predict the reactants needed to synthesize it. (6) The reactants are: [F:1][C:2]1[CH:7]=[CH:6][C:5]([CH:8]([O:16][C:17]2[CH:18]=[CH:19][C:20]([CH2:27][CH2:28][C:29]3[CH:34]=[CH:33][C:32]([F:35])=[CH:31][CH:30]=3)=[C:21]([CH:26]=2)[C:22]([O:24]C)=[O:23])[CH2:9][N:10]2[CH:14]=[CH:13][N:12]=[C:11]2[CH3:15])=[CH:4][CH:3]=1.[OH-].[Na+]. Given the product [F:1][C:2]1[CH:7]=[CH:6][C:5]([CH:8]([O:16][C:17]2[CH:18]=[CH:19][C:20]([CH2:27][CH2:28][C:29]3[CH:30]=[CH:31][C:32]([F:35])=[CH:33][CH:34]=3)=[C:21]([CH:26]=2)[C:22]([OH:24])=[O:23])[CH2:9][N:10]2[CH:14]=[CH:13][N:12]=[C:11]2[CH3:15])=[CH:4][CH:3]=1, predict the reactants needed to synthesize it. (7) Given the product [CH:20]1([C:17]2[C:16]3[CH:26]=[CH:27][C:13]([OH:12])=[CH:14][C:15]=3[S:19][N:18]=2)[CH2:21][CH2:22][CH2:23][CH2:24][CH2:25]1, predict the reactants needed to synthesize it. The reactants are: B(Br)(Br)Br.C([O:12][C:13]1[CH:27]=[CH:26][C:16]2[C:17]([CH:20]3[CH2:25][CH2:24][CH2:23][CH2:22][CH2:21]3)=[N:18][S:19][C:15]=2[CH:14]=1)C1C=CC=CC=1.O. (8) Given the product [CH2:17]([O:19][C:20]([N:22]1[C:30]2[C:25](=[CH:26][CH:27]=[C:28]([Cl:31])[CH:29]=2)[C:24]2([CH:32]([C:33]3[CH:38]=[CH:37][CH:36]=[C:35]([Cl:39])[CH:34]=3)[CH2:12][C:10](=[O:11])[NH:9][CH:8]2[C:4]2[CH:5]=[CH:6][CH:7]=[C:2]([CH3:1])[CH:3]=2)[C:23]1=[O:40])=[O:21])[CH3:18], predict the reactants needed to synthesize it. The reactants are: [CH3:1][C:2]1[CH:3]=[C:4]([CH:8]=[N:9][C:10]([O:12][Si](C)(C)C)=[CH2:11])[CH:5]=[CH:6][CH:7]=1.[CH2:17]([O:19][C:20]([N:22]1[C:30]2[C:25](=[CH:26][CH:27]=[C:28]([Cl:31])[CH:29]=2)/[C:24](=[CH:32]/[C:33]2[CH:38]=[CH:37][CH:36]=[C:35]([Cl:39])[CH:34]=2)/[C:23]1=[O:40])=[O:21])[CH3:18].CO. (9) The reactants are: Cl[C:2]1[N:7]=[CH:6][N:5]=[C:4]([NH2:8])[C:3]=1[O:9][CH2:10][CH3:11].FC(F)(F)C(O)=O.[N:19]1([CH2:23][CH2:24][N:25]2[CH:29]=[C:28]([C:30]3[CH:35]=[CH:34][C:33]([F:36])=[C:32]([C:37]([F:40])([F:39])[F:38])[CH:31]=3)[N:27]=[C:26]2[CH:41]2[CH2:46][CH2:45][NH:44][CH2:43][CH2:42]2)[CH2:22][CH2:21][CH2:20]1.C([O-])([O-])=O.[Cs+].[Cs+]. Given the product [N:19]1([CH2:23][CH2:24][N:25]2[CH:29]=[C:28]([C:30]3[CH:35]=[CH:34][C:33]([F:36])=[C:32]([C:37]([F:40])([F:38])[F:39])[CH:31]=3)[N:27]=[C:26]2[CH:41]2[CH2:42][CH2:43][N:44]([C:2]3[N:7]=[CH:6][N:5]=[C:4]([NH2:8])[C:3]=3[O:9][CH2:10][CH3:11])[CH2:45][CH2:46]2)[CH2:20][CH2:21][CH2:22]1, predict the reactants needed to synthesize it. (10) Given the product [CH2:1]([O:8][CH2:9][CH2:10][CH2:11][CH:12]([C:13](=[O:15])[NH:35][CH2:33][O:27][CH3:28])[CH2:16][C:17]([O:19][C:20]([CH3:23])([CH3:22])[CH3:21])=[O:18])[C:2]1[CH:3]=[CH:4][CH:5]=[CH:6][CH:7]=1, predict the reactants needed to synthesize it. The reactants are: [CH2:1]([O:8][CH2:9][CH2:10][CH2:11][CH:12]([CH2:16][C:17]([O:19][C:20]([CH3:23])([CH3:22])[CH3:21])=[O:18])[C:13]([O-:15])=O)[C:2]1[CH:7]=[CH:6][CH:5]=[CH:4][CH:3]=1.Cl.CN[O:27][CH3:28].C1C=CC2N(O)N=[N:35][C:33]=2C=1.CCN=C=NCCCN(C)C.Cl.